This data is from Reaction yield outcomes from USPTO patents with 853,638 reactions. The task is: Predict the reaction yield, written as a fraction of the theoretical maximum amount of product (1.0 means a 100% yield; for example, 0.34 means a 34% yield). (1) The reactants are [C:1]([CH2:9][CH2:10][CH2:11][CH2:12][CH2:13][CH2:14][C:15]([O:17][CH2:18][CH3:19])=[O:16])(=[O:8])[C:2]1[CH:7]=[CH:6]C=C[CH:3]=1.C(Cl)(=[O:27])C1C=CC=CC=1. No catalyst specified. The product is [O:27]1[CH:6]=[CH:7][C:2]([C:1]([CH2:9][CH2:10][CH2:11][CH2:12][CH2:13][CH2:14][C:15]([O:17][CH2:18][CH3:19])=[O:16])=[O:8])=[CH:3]1. The yield is 0.240. (2) The reactants are [Br:1][C:2]1[C:13]([F:14])=[CH:12][C:5]2[O:6][CH2:7][CH2:8][CH2:9][C:10](=[O:11])[C:4]=2[CH:3]=1.[Br:15]Br. The catalyst is ClCCl. The product is [Br:15][CH:9]1[C:10](=[O:11])[C:4]2[CH:3]=[C:2]([Br:1])[C:13]([F:14])=[CH:12][C:5]=2[O:6][CH2:7][CH2:8]1. The yield is 0.770. (3) The reactants are [CH:1]([N:4]([C:11]([C:13]1[S:14][C:15]2[CH2:16][CH2:17][O:18][C:19]3[CH:26]=[C:25]([Br:27])[CH:24]=[CH:23][C:20]=3[C:21]=2[N:22]=1)=O)[NH:5][C:6](=O)[CH2:7][O:8][CH3:9])([CH3:3])[CH3:2].C(O)(=O)C.C([O-])(=O)C.[NH4+:36]. The catalyst is O(Cl)Cl.[P+5]. The product is [Br:27][C:25]1[CH:24]=[CH:23][C:20]2[C:21]3[N:22]=[C:13]([C:11]4[N:4]([CH:1]([CH3:3])[CH3:2])[N:5]=[C:6]([CH2:7][O:8][CH3:9])[N:36]=4)[S:14][C:15]=3[CH2:16][CH2:17][O:18][C:19]=2[CH:26]=1. The yield is 0.460. (4) The reactants are [Cl:1][C:2]1[CH:3]=[C:4]([NH:9][CH:10]([CH3:12])[CH3:11])[CH:5]=[CH:6][C:7]=1[Cl:8].[NH:13]1[CH:17]=[CH:16][N:15]=[C:14]1[CH:18]=O.C([BH3-])#N.[Na+]. The catalyst is CO.[Cl-].[Zn+2].[Cl-]. The product is [Cl:1][C:2]1[CH:3]=[C:4]([N:9]([CH2:18][C:14]2[NH:13][CH:17]=[CH:16][N:15]=2)[CH:10]([CH3:12])[CH3:11])[CH:5]=[CH:6][C:7]=1[Cl:8]. The yield is 0.0200. (5) The reactants are [Cl:1][C:2]1[C:3]([NH:15][CH2:16][CH:17]2[CH2:22][CH2:21][N:20](C(OCC3C=CC=CC=3)=O)[CH2:19][CH2:18]2)=[CH:4][C:5]([NH:8]C(=O)C(C)(C)C)=[N:6][CH:7]=1. The catalyst is Cl. The product is [Cl:1][C:2]1[C:3]([NH:15][CH2:16][CH:17]2[CH2:18][CH2:19][NH:20][CH2:21][CH2:22]2)=[CH:4][C:5]([NH2:8])=[N:6][CH:7]=1. The yield is 0.960. (6) The reactants are CN(C)[C:3](=O)[S:4][C:5]1[CH:10]=[C:9]([O:11][CH3:12])[CH:8]=[CH:7][C:6]=1[CH:13]=O.[OH-].[Na+].ClC[C:21]#[N:22]. The catalyst is O.CO. The product is [CH3:12][O:11][C:9]1[CH:8]=[CH:7][C:6]2[CH:13]=[C:3]([C:21]#[N:22])[S:4][C:5]=2[CH:10]=1. The yield is 0.460. (7) The reactants are [C:1]1([C:7]2[CH:8]=[N:9][N:10]([CH2:12][CH2:13][C@@:14]([CH3:22])([S:18]([CH3:21])(=[O:20])=[O:19])[C:15]([OH:17])=O)[CH:11]=2)[CH2:6][CH2:5][CH2:4][CH2:3][CH:2]=1.CCN(C(C)C)C(C)C.O.ON1C2C=CC=CC=2N=N1.[O:43]1[CH2:48][CH2:47][CH2:46][CH2:45][CH:44]1[O:49][NH2:50].Cl.CN(CCCN=C=NCC)C. The catalyst is ClCCl. The product is [C:1]1([C:7]2[CH:8]=[N:9][N:10]([CH2:12][CH2:13][C@@:14]([CH3:22])([S:18]([CH3:21])(=[O:20])=[O:19])[C:15]([NH:50][O:49][CH:44]3[CH2:45][CH2:46][CH2:47][CH2:48][O:43]3)=[O:17])[CH:11]=2)[CH2:6][CH2:5][CH2:4][CH2:3][CH:2]=1. The yield is 0.520. (8) The reactants are [CH3:1][O:2][C:3]([CH:5]1[CH2:9][C:8](=[CH2:10])[CH2:7][N:6]1[C:11]([O:13][C:14]([CH3:17])([CH3:16])[CH3:15])=[O:12])=[O:4].[OH2:18].[OH-].[Na+].OO. The catalyst is C1COCC1.C(OCC)C. The product is [CH3:1][O:2][C:3]([CH:5]1[CH2:9][CH:8]([CH2:10][OH:18])[CH2:7][N:6]1[C:11]([O:13][C:14]([CH3:17])([CH3:16])[CH3:15])=[O:12])=[O:4]. The yield is 0.410.